From a dataset of Retrosynthesis with 50K atom-mapped reactions and 10 reaction types from USPTO. Predict the reactants needed to synthesize the given product. (1) Given the product COc1cccc(CC2CCCCC2=O)c1C, predict the reactants needed to synthesize it. The reactants are: COc1cccc(C(O)C2CCCCC2=O)c1C. (2) Given the product CC(=O)NCc1ccc2c(c1)N(C1CCN(CCCCc3ccc(F)cc3)CC1)CC2, predict the reactants needed to synthesize it. The reactants are: CC(=O)NCc1ccc2c(c1)N(C1CCNCC1)CC2.Fc1ccc(CCCCBr)cc1. (3) Given the product COC(=O)/C=C/c1cc(C(C)C)c(O)c(C(C)C)c1, predict the reactants needed to synthesize it. The reactants are: COC(=O)C=Cc1cc(C(C)C)c(OC)c(C(C)C)c1.